Dataset: Catalyst prediction with 721,799 reactions and 888 catalyst types from USPTO. Task: Predict which catalyst facilitates the given reaction. (1) Reactant: [F:1][C:2]1[CH:8]=[CH:7][C:5]([NH2:6])=[CH:4][CH:3]=1.Cl.Cl[C:11](Cl)(Cl)[CH:12]([OH:14])O.S([O-])([O-])(=O)=O.[Na+].[Na+].Cl.[NH2:25][OH:26]. Product: [F:1][C:2]1[CH:8]=[CH:7][C:5]([NH:6][C:12](=[O:14])/[CH:11]=[N:25]/[OH:26])=[CH:4][CH:3]=1. The catalyst class is: 6. (2) Reactant: [CH2:1]([O:3][C:4](=[O:15])[C:5]1[CH:10]=[CH:9][CH:8]=[C:7]([N+:11]([O-:13])=[O:12])[C:6]=1Cl)[CH3:2].[CH:16]1([NH2:22])[CH2:21][CH2:20][CH2:19][CH2:18][CH2:17]1. Product: [CH2:1]([O:3][C:4](=[O:15])[C:5]1[CH:10]=[CH:9][CH:8]=[C:7]([N+:11]([O-:13])=[O:12])[C:6]=1[NH:22][CH:16]1[CH2:21][CH2:20][CH2:19][CH2:18][CH2:17]1)[CH3:2]. The catalyst class is: 10.